This data is from Full USPTO retrosynthesis dataset with 1.9M reactions from patents (1976-2016). The task is: Predict the reactants needed to synthesize the given product. (1) Given the product [CH3:11][O:10][C:4]1[CH:3]=[C:2]([N:22]2[CH2:23][CH2:24][N:19]([CH3:18])[CH2:20][C:21]2=[O:25])[CH:9]=[CH:8][C:5]=1[CH:6]=[O:7], predict the reactants needed to synthesize it. The reactants are: Br[C:2]1[CH:9]=[CH:8][C:5]([CH:6]=[O:7])=[C:4]([O:10][CH3:11])[CH:3]=1.CNCCNC.[CH3:18][N:19]1[CH2:24][CH2:23][NH:22][C:21](=[O:25])[CH2:20]1.C([O-])([O-])=O.[Cs+].[Cs+]. (2) Given the product [Br:1][C:2]1[CH:3]=[C:4]2[C:9](=[CH:10][C:11]=1[O:12][CH2:13][C:14]1[CH:15]=[C:16]([S:20]([CH3:28])(=[NH:22])=[O:21])[CH:17]=[CH:18][CH:19]=1)[N:8]=[CH:7][N:6]=[C:5]2[NH:29][CH2:30][CH2:31][OH:32], predict the reactants needed to synthesize it. The reactants are: [Br:1][C:2]1[CH:3]=[C:4]2[C:9](=[CH:10][C:11]=1[O:12][CH2:13][C:14]1[CH:15]=[C:16]([S:20]([CH3:28])(=[N:22]C(OCC)=O)=[O:21])[CH:17]=[CH:18][CH:19]=1)[N:8]=[CH:7][N:6]=[C:5]2[NH:29][CH2:30][CH2:31][OH:32].[O-]CC.[Na+]. (3) Given the product [CH:1]1([NH:4][S:12]([C:15]2[C:16]([C:21]3[CH:26]=[CH:25][CH:24]=[C:23]([CH2:27][O:28][CH2:29][CH2:30][O:31][CH2:32][CH2:33][CH2:34][CH2:35][CH2:36][CH2:37][NH:38][CH2:42][C@@H:41]([C:43]4[CH:54]=[CH:53][C:46]5[O:47][C:48]([CH3:51])([CH3:52])[O:49][CH2:50][C:45]=5[CH:44]=4)[OH:40])[CH:22]=3)=[CH:17][CH:18]=[CH:19][CH:20]=2)(=[O:13])=[O:14])[CH2:2][CH2:3]1, predict the reactants needed to synthesize it. The reactants are: [CH:1]1([N:4]([S:12]([C:15]2[CH:20]=[CH:19][CH:18]=[CH:17][C:16]=2[C:21]2[CH:26]=[CH:25][CH:24]=[C:23]([CH2:27][O:28][CH2:29][CH2:30][O:31][CH2:32][CH2:33][CH2:34][CH2:35][CH2:36][CH2:37][N:38]3[CH2:42][C@@H:41]([C:43]4[CH:54]=[CH:53][C:46]5[O:47][C:48]([CH3:52])([CH3:51])[O:49][CH2:50][C:45]=5[CH:44]=4)[O:40]C3=O)[CH:22]=2)(=[O:14])=[O:13])C(=O)OC(C)(C)C)[CH2:3][CH2:2]1.C[Si](C)(C)[O-].[K+].P([O-])([O-])([O-])=O. (4) Given the product [CH2:1]([O:3][C:4]([N:6]1[C:15]2[C:10](=[N:11][C:12]([O:16][CH3:17])=[CH:13][CH:14]=2)[C@@H:9]([NH:18][C:19]2[N:24]=[C:23]([CH2:25][C:26]3[CH:27]=[C:28]([C:36]([F:37])([F:39])[F:38])[CH:29]=[C:30]([C:32]([F:34])([F:33])[F:35])[CH:31]=3)[C:22]([S:40]([OH:41])(=[O:42])=[O:51])=[CH:21][N:20]=2)[CH2:8][C@H:7]1[CH2:49][CH3:50])=[O:5])[CH3:2], predict the reactants needed to synthesize it. The reactants are: [CH2:1]([O:3][C:4]([N:6]1[C:15]2[C:10](=[N:11][C:12]([O:16][CH3:17])=[CH:13][CH:14]=2)[C@@H:9]([NH:18][C:19]2[N:24]=[C:23]([CH2:25][C:26]3[CH:31]=[C:30]([C:32]([F:35])([F:34])[F:33])[CH:29]=[C:28]([C:36]([F:39])([F:38])[F:37])[CH:27]=3)[C:22]([S:40](CCC(OC)=O)(=[O:42])=[O:41])=[CH:21][N:20]=2)[CH2:8][C@H:7]1[CH2:49][CH3:50])=[O:5])[CH3:2].[OH-:51].[Na+].Cl.OO. (5) Given the product [ClH:48].[CH3:13][N:14]1[C:2]2[CH:3]=[C:4]([N:23]3[CH:28]=[CH:27][C:26]([C:29]4[CH:30]=[N:31][C:32]([C:35]([F:38])([F:37])[F:36])=[CH:33][CH:34]=4)=[N:25][C:24]3=[O:39])[CH:10]=[CH:9][C:8]=2[C:7]2[CH2:6][NH:5][CH2:40][CH2:12][CH2:11][C:15]1=2, predict the reactants needed to synthesize it. The reactants are: C[CH:2]1[C:8]2[CH2:9][CH2:10][C:11]3[CH2:12][CH:13](C(OCCCC)=O)[NH:14][C:15]=3[C:7]=2[CH:6]=[N:5][C:4]([N:23]2[CH:28]=[CH:27][C:26]([C:29]3[CH:30]=[N:31][C:32]([C:35]([F:38])([F:37])[F:36])=[CH:33][CH:34]=3)=[N:25][C:24]2=[O:39])=[CH:3]1.[C:40](O)(C(F)(F)F)=O.C(Cl)[Cl:48]. (6) Given the product [NH2:17][CH2:18][CH2:19][NH:20][C:21]1[CH:26]=[CH:25][CH:24]=[CH:23][C:22]=1[N:27]1[CH2:28][CH2:29][N:30]([C:33](=[O:63])[C@H:34]([NH:43][C:44]([C@@H:46]2[CH2:55][C:54]3[C:49](=[CH:50][CH:51]=[CH:52][CH:53]=3)[CH2:48][NH:47]2)=[O:45])[CH2:35][C:36]2[CH:41]=[CH:40][C:39]([Cl:42])=[CH:38][CH:37]=2)[CH2:31][CH2:32]1, predict the reactants needed to synthesize it. The reactants are: CCN(C(C)C)C(C)C.C(OC([NH:17][CH2:18][CH2:19][NH:20][C:21]1[CH:26]=[CH:25][CH:24]=[CH:23][C:22]=1[N:27]1[CH2:32][CH2:31][N:30]([C:33](=[O:63])[C@H:34]([NH:43][C:44]([C@@H:46]2[CH2:55][C:54]3[C:49](=[CH:50][CH:51]=[CH:52][CH:53]=3)[CH2:48][N:47]2C(OC(C)(C)C)=O)=[O:45])[CH2:35][C:36]2[CH:41]=[CH:40][C:39]([Cl:42])=[CH:38][CH:37]=2)[CH2:29][CH2:28]1)=O)(C)(C)C.NC1C=CC=CC=1N1CCN(C(=O)[C@H](NC([C@@H]2CC3C(=CC=CC=3)CN2C(OC(C)(C)C)=O)=O)CC2C=CC(Cl)=CC=2)CC1.C(OC(=O)NCC=O)(C)(C)C.[BH-](OC(C)=O)(OC(C)=O)OC(C)=O.[Na+]. (7) Given the product [F:1][C:2]1[N:10]=[C:9]2[C:5]([NH:6][C:7]([CH2:11][C:12]3[CH:13]=[C:14]([O:20][CH3:21])[C:15]([O:18][CH3:19])=[CH:16][C:17]=3[Cl:30])=[N:8]2)=[C:4]([NH2:22])[N:3]=1, predict the reactants needed to synthesize it. The reactants are: [F:1][C:2]1[N:10]=[C:9]2[C:5]([NH:6][C:7]([CH2:11][C:12]3[CH:17]=[CH:16][C:15]([O:18][CH3:19])=[C:14]([O:20][CH3:21])[CH:13]=3)=[N:8]2)=[C:4]([NH2:22])[N:3]=1.C1C(=O)N([Cl:30])C(=O)C1.